Dataset: Reaction yield outcomes from USPTO patents with 853,638 reactions. Task: Predict the reaction yield, written as a fraction of the theoretical maximum amount of product (1.0 means a 100% yield; for example, 0.34 means a 34% yield). (1) The catalyst is C(Cl)(Cl)Cl. The product is [CH2:29]([S:31]([NH:1][C:2]1[S:3][CH:4]=[C:5]([CH2:7][CH2:8][C:9]2[CH:14]=[CH:13][C:12]([CH2:15][C:16]([O:18][CH3:19])=[O:17])=[CH:11][CH:10]=2)[N:6]=1)(=[O:33])=[O:32])[CH3:30]. The yield is 0.660. The reactants are [NH2:1][C:2]1[S:3][CH:4]=[C:5]([CH2:7][CH2:8][C:9]2[CH:14]=[CH:13][C:12]([CH2:15][C:16]([O:18][CH3:19])=[O:17])=[CH:11][CH:10]=2)[N:6]=1.C(N(CC)C(C)C)(C)C.[CH2:29]([S:31](Cl)(=[O:33])=[O:32])[CH3:30].O. (2) The reactants are F[C:2]1[CH:7]=[CH:6][CH:5]=[CH:4][C:3]=1[S:8]([NH:11][C:12]1[CH:21]=[CH:20][C:19]2[CH2:18][CH2:17][CH2:16][CH:15](C)[C:14]=2[C:13]=1[C:23]([O:25]C)=[O:24])(=[O:10])=[O:9].[F:27][C:28]([F:46])([F:45])[C:29]1[CH:34]=[CH:33][N:32]=[C:31]([N:35]2[CH2:40][CH2:39][N:38]([CH2:41][CH2:42][CH2:43][NH2:44])[CH2:37][CH2:36]2)[N:30]=1.P([O-])([O-])([O-])=O.[K+].[K+].[K+]. The catalyst is CN1CCCC1=O. The product is [F:46][C:28]([F:27])([F:45])[C:29]1[CH:34]=[CH:33][N:32]=[C:31]([N:35]2[CH2:40][CH2:39][N:38]([CH2:41][CH2:42][CH2:43][NH:44][C:2]3[CH:7]=[CH:6][CH:5]=[CH:4][C:3]=3[S:8]([NH:11][C:12]3[CH:21]=[CH:20][C:19]4[CH2:18][CH2:17][CH2:16][CH2:15][C:14]=4[C:13]=3[C:23]([OH:25])=[O:24])(=[O:9])=[O:10])[CH2:37][CH2:36]2)[N:30]=1. The yield is 0.360. (3) The reactants are [CH3:1][C@@:2]1([CH2:20][O:21][S:22]([C:25]2[CH:30]=[CH:29][C:28]([CH3:31])=[CH:27][CH:26]=2)(=[O:24])=[O:23])[O:7][C:6]2[C:8](OS(C(F)(F)F)(=O)=O)=[CH:9][CH:10]=[CH:11][C:5]=2[O:4][CH2:3]1.[Cl:32][C:33]1[CH:38]=[CH:37][CH:36]=[CH:35][C:34]=1B(O)O. No catalyst specified. The product is [Cl:32][C:33]1[CH:38]=[CH:37][CH:36]=[CH:35][C:34]=1[C:8]1[C:6]2[O:7][C@:2]([CH2:20][O:21][S:22]([C:25]3[CH:30]=[CH:29][C:28]([CH3:31])=[CH:27][CH:26]=3)(=[O:24])=[O:23])([CH3:1])[CH2:3][O:4][C:5]=2[CH:11]=[CH:10][CH:9]=1. The yield is 0.970. (4) The reactants are [Cl:1][C:2]1[C:3]([CH3:16])=[C:4]([C:8]([F:15])([F:14])[C:9]([O:11]CC)=[O:10])[CH:5]=[CH:6][CH:7]=1.C(O)C.O.[OH-].[Li+]. The catalyst is O1CCCC1. The product is [Cl:1][C:2]1[C:3]([CH3:16])=[C:4]([C:8]([F:14])([F:15])[C:9]([OH:11])=[O:10])[CH:5]=[CH:6][CH:7]=1. The yield is 0.600. (5) The reactants are [CH2:1]1[O:13][C:12]2[CH:11]=[C:10]3[C:5]([C:6]([NH:14][CH:15]([CH3:20])[CH2:16][N:17]([CH3:19])[CH3:18])=[CH:7][CH:8]=[N:9]3)=[CH:4][C:3]=2[O:2]1.C(Cl)(=O)[C:22](Cl)=[O:23].[I:27][C:28]1[CH:36]=[CH:35][C:34]([O:37][CH3:38])=[C:33]([O:39][CH3:40])[C:29]=1C(O)=O.[K+].[Br-]. No catalyst specified. The product is [CH2:1]1[O:13][C:12]2[CH:11]=[C:10]3[C:5]([C:6]([N:14]([CH:15]([CH3:20])[CH2:16][N:17]([CH3:19])[CH3:18])[C:22](=[O:23])[C:36]4[CH:35]=[C:34]([O:37][CH3:38])[C:33]([O:39][CH3:40])=[CH:29][C:28]=4[I:27])=[CH:7][CH:8]=[N:9]3)=[CH:4][C:3]=2[O:2]1. The yield is 0.604. (6) The catalyst is CN(C=O)C. The product is [CH2:1]([O:3][C:4](=[O:18])[C:5]1[CH:10]=[C:9]([CH:11]=[CH:21][N:24]([CH3:26])[CH3:25])[C:8]([N+:12]([O-:14])=[O:13])=[CH:7][C:6]=1[N+:15]([O-:17])=[O:16])[CH3:2]. The reactants are [CH2:1]([O:3][C:4](=[O:18])[C:5]1[CH:10]=[C:9]([CH3:11])[C:8]([N+:12]([O-:14])=[O:13])=[CH:7][C:6]=1[N+:15]([O-:17])=[O:16])[CH3:2].CO[CH:21]([N:24]([CH3:26])[CH3:25])OC. The yield is 0.280. (7) The reactants are BrC1C=CC(C#C)=[CH:4][C:3]=1[C:10]1[CH:15]=[C:14]([O:16][CH3:17])[CH:13]=[CH:12][C:11]=1[O:18][CH3:19].[C:33]1(P([C:33]2[CH:38]=[CH:37][CH:36]=[CH:35][CH:34]=2)[C:33]2[CH:38]=[CH:37][CH:36]=[CH:35][CH:34]=2)[CH:38]=[CH:37][CH:36]=[CH:35][CH:34]=1.CCN(C(C)C)C(C)C.[CH3:48][Si:49]([C:52]#[CH:53])([CH3:51])[CH3:50]. The catalyst is C1C=CC(/C=C/C(/C=C/C2C=CC=CC=2)=O)=CC=1.C1C=CC(/C=C/C(/C=C/C2C=CC=CC=2)=O)=CC=1.[Pd].[Cu]I.C1COCC1. The product is [CH3:19][O:18][C:11]1([C:33]2[CH:34]=[C:35]([C:53]#[C:52][Si:49]([CH3:51])([CH3:50])[CH3:48])[CH:36]=[CH:37][CH:38]=2)[CH:12]=[CH:13][C:14]([O:16][CH3:17])=[CH:15][CH:10]1[C:3]#[CH:4]. The yield is 0.790. (8) The reactants are [C:1](=[O:22])([O:20][CH3:21])[O:2][C:3]1[CH:8]=[C:7]([N+:9]([O-])=O)[C:6]([F:12])=[CH:5][C:4]=1[C:13]1([CH3:19])[CH2:18][CH2:17][CH2:16][CH2:15][CH2:14]1.C([O-])=O.[NH4+].C(OCC)(=O)C. The catalyst is CO.[Pd]. The product is [C:1](=[O:22])([O:20][CH3:21])[O:2][C:3]1[CH:8]=[C:7]([NH2:9])[C:6]([F:12])=[CH:5][C:4]=1[C:13]1([CH3:19])[CH2:18][CH2:17][CH2:16][CH2:15][CH2:14]1. The yield is 0.820. (9) The reactants are [OH:1][C:2]1([C:12]#[C:13][C:14]2[CH:24]=[CH:23][CH:22]=[CH:21][C:15]=2[C:16]([O:18][CH2:19][CH3:20])=[O:17])[C:7]([CH3:9])([CH3:8])[CH2:6][C:5](=O)[CH:4]=[C:3]1[CH3:11].Cl.[CH2:26]([O:28][NH2:29])[CH3:27].C([O-])(=O)C.[Na+]. The catalyst is C(O)C.O. The product is [CH2:26]([O:28]/[N:29]=[C:5]1\[CH:4]=[C:3]([CH3:11])[C:2]([C:12]#[C:13][C:14]2[CH:24]=[CH:23][CH:22]=[CH:21][C:15]=2[C:16]([O:18][CH2:19][CH3:20])=[O:17])([OH:1])[C:7]([CH3:9])([CH3:8])[CH2:6]\1)[CH3:27]. The yield is 0.500.